Predict the reaction yield, written as a fraction of the theoretical maximum amount of product (1.0 means a 100% yield; for example, 0.34 means a 34% yield). From a dataset of Reaction yield outcomes from USPTO patents with 853,638 reactions. (1) The reactants are [BH4-].[Li+].C([O:7][C:8]([C@:10]1([CH2:24][CH:25]=[CH2:26])[CH2:14][C:13](=[O:15])[N:12]([C@@H:16]([C:18]2[CH:23]=[CH:22][CH:21]=[CH:20][CH:19]=2)[CH3:17])[CH2:11]1)=O)(C)(C)C.C(O)C.[Cl-].[NH4+]. The catalyst is O1CCCC1. The product is [CH2:24]([C@:10]1([CH2:8][OH:7])[CH2:11][N:12]([C@@H:16]([C:18]2[CH:19]=[CH:20][CH:21]=[CH:22][CH:23]=2)[CH3:17])[C:13](=[O:15])[CH2:14]1)[CH:25]=[CH2:26]. The yield is 0.760. (2) The reactants are [N:1]1([CH2:6][CH2:7][CH2:8][C:9]2[N:14]=[CH:13][C:12]([C:15]([C:17]3[CH:22]=[CH:21][C:20]([O:23]C4CCCCO4)=[CH:19][CH:18]=3)=O)=[CH:11][CH:10]=2)[CH2:5][CH2:4][CH2:3][CH2:2]1.[C:30]([C:34]1[CH:39]=[CH:38][CH:37]=[CH:36][CH:35]=1)(=O)[CH2:31][CH3:32]. No catalyst specified. The product is [C:34]1([C:30]([CH2:31][CH3:32])=[C:15]([C:17]2[CH:18]=[CH:19][C:20]([OH:23])=[CH:21][CH:22]=2)[C:12]2[CH:13]=[N:14][C:9]([CH2:8][CH2:7][CH2:6][N:1]3[CH2:5][CH2:4][CH2:3][CH2:2]3)=[CH:10][CH:11]=2)[CH:39]=[CH:38][CH:37]=[CH:36][CH:35]=1. The yield is 0.178. (3) The reactants are [BH4-].[Na+].[C:3]([C:6]1[O:7][CH:8]=[C:9]([C:11]([NH:13][C@@H:14]([CH3:31])[CH2:15][N:16]2[CH:20]=[CH:19][C:18]([C:21]3[CH:26]=[CH:25][C:24]([C:27]#[N:28])=[C:23]([Cl:29])[C:22]=3[CH3:30])=[N:17]2)=[O:12])[N:10]=1)(=[O:5])[CH3:4]. The catalyst is C(O)C. The product is [Cl:29][C:23]1[C:22]([CH3:30])=[C:21]([C:18]2[CH:19]=[CH:20][N:16]([CH2:15][C@@H:14]([NH:13][C:11]([C:9]3[N:10]=[C:6]([CH:3]([OH:5])[CH3:4])[O:7][CH:8]=3)=[O:12])[CH3:31])[N:17]=2)[CH:26]=[CH:25][C:24]=1[C:27]#[N:28]. The yield is 0.554. (4) The reactants are CO.[CH2:3]([O:10][C:11]1[N:16]=[CH:15][C:14]([CH:17]=[O:18])=[CH:13][CH:12]=1)[C:4]1[CH:9]=[CH:8][CH:7]=[CH:6][CH:5]=1.[BH4-].[Na+]. The catalyst is O. The product is [CH2:3]([O:10][C:11]1[N:16]=[CH:15][C:14]([CH2:17][OH:18])=[CH:13][CH:12]=1)[C:4]1[CH:5]=[CH:6][CH:7]=[CH:8][CH:9]=1. The yield is 0.911. (5) The yield is 0.270. The catalyst is COCCOC.C([O-])([O-])=O.[Na+].[Na+].C1C=CC([P]([Pd]([P](C2C=CC=CC=2)(C2C=CC=CC=2)C2C=CC=CC=2)([P](C2C=CC=CC=2)(C2C=CC=CC=2)C2C=CC=CC=2)[P](C2C=CC=CC=2)(C2C=CC=CC=2)C2C=CC=CC=2)(C2C=CC=CC=2)C2C=CC=CC=2)=CC=1. The product is [CH3:18][C:19]1[CH:27]=[CH:26][C:22]([C:23]([OH:25])=[O:24])=[CH:21][C:20]=1[C:2]1[CH:3]=[C:4]2[C:8](=[CH:9][CH:10]=1)[C:7](=[O:11])[N:6]([C:12]1[CH:17]=[CH:16][CH:15]=[CH:14][CH:13]=1)[CH2:5]2. The reactants are Br[C:2]1[CH:3]=[C:4]2[C:8](=[CH:9][CH:10]=1)[C:7](=[O:11])[N:6]([C:12]1[CH:17]=[CH:16][CH:15]=[CH:14][CH:13]=1)[CH2:5]2.[CH3:18][C:19]1[CH:27]=[CH:26][C:22]([C:23]([OH:25])=[O:24])=[CH:21][C:20]=1B1OC(C)(C)C(C)(C)O1.[OH-].[Na+].C(Cl)(Cl)Cl. (6) The reactants are F[P-](F)(F)(F)(F)F.CN(C(N(C)C)=[N+:12]1[C:20]2[C:15](=NC=C[CH:19]=2)[N+]([O-])=N1)C.[F:25][C:26]1[CH:31]=[CH:30][C:29]([N:32]2[C:40]3[CH:39]=[C:38]4[CH2:41][CH2:42][CH2:43][CH:44]5[CH2:49][C:48]([O:54][Si:55]([CH2:60][CH3:61])([CH2:58][CH3:59])[CH2:56][CH3:57])([C:50]([F:53])([F:52])[F:51])[CH2:47][CH2:46][C:45]5([C:62]([OH:64])=O)[C:37]4=[CH:36][C:35]=3[CH:34]=[N:33]2)=[CH:28][CH:27]=1.C1(N)CC1.C(Cl)Cl. The catalyst is CN(C=O)C. The product is [CH:20]1([NH:12][C:62]([C:45]23[CH2:46][CH2:47][C:48]([O:54][Si:55]([CH2:60][CH3:61])([CH2:56][CH3:57])[CH2:58][CH3:59])([C:50]([F:52])([F:51])[F:53])[CH2:49][CH:44]2[CH2:43][CH2:42][CH2:41][C:38]2[C:37]3=[CH:36][C:35]3[CH:34]=[N:33][N:32]([C:29]4[CH:28]=[CH:27][C:26]([F:25])=[CH:31][CH:30]=4)[C:40]=3[CH:39]=2)=[O:64])[CH2:15][CH2:19]1. The yield is 0.920. (7) The reactants are C(OC(=O)[N:7]([C:41](=[O:43])[CH3:42])[C@H:8]1[CH2:12][C@@H:11]([N:13]2[CH:21]=[N:20][C:19]3[C:14]2=[N:15][CH:16]=[N:17][C:18]=3[NH:22][CH2:23][C:24]2[CH:29]=[C:28]([Cl:30])[CH:27]=[CH:26][C:25]=2[O:31][CH2:32][C:33]2[O:37][N:36]=[C:35]([CH3:38])[CH:34]=2)[C@H:10]([OH:39])[C@@H:9]1[OH:40])(C)(C)C.FC(F)(F)C(O)=O. The catalyst is ClCCl. The product is [Cl:30][C:28]1[CH:27]=[CH:26][C:25]([O:31][CH2:32][C:33]2[O:37][N:36]=[C:35]([CH3:38])[CH:34]=2)=[C:24]([CH:29]=1)[CH2:23][NH:22][C:18]1[N:17]=[CH:16][N:15]=[C:14]2[C:19]=1[N:20]=[CH:21][N:13]2[C@@H:11]1[CH2:12][C@H:8]([NH:7][C:41](=[O:43])[CH3:42])[C@@H:9]([OH:40])[C@H:10]1[OH:39]. The yield is 0.200. (8) The catalyst is CO.Cl.[Fe]. The reactants are [CH3:1][C:2]1[C:3]([C:13]([F:16])([F:15])[F:14])=[CH:4][C:5]([N+:10]([O-])=O)=[C:6]([CH:9]=1)[C:7]#[N:8].C(O)C. The yield is 0.780. The product is [NH2:10][C:5]1[CH:4]=[C:3]([C:13]([F:14])([F:15])[F:16])[C:2]([CH3:1])=[CH:9][C:6]=1[C:7]#[N:8]. (9) The reactants are [CH3:1][C:2]([C:7]1[CH:12]=[CH:11][CH:10]=[CH:9][CH:8]=1)([CH3:6])[C:3](O)=[O:4].S(Cl)(Cl)=O.C(=O)([O-])[O-].[K+].[K+].Cl.[CH3:24][NH:25][CH3:26].Cl. The catalyst is C1(C)C=CC=CC=1.O.C(OC)(C)(C)C. The product is [CH3:24][N:25]([CH3:26])[C:3](=[O:4])[C:2]([CH3:6])([C:7]1[CH:12]=[CH:11][CH:10]=[CH:9][CH:8]=1)[CH3:1]. The yield is 0.880.